From a dataset of Human liver microsome stability data. Regression/Classification. Given a drug SMILES string, predict its absorption, distribution, metabolism, or excretion properties. Task type varies by dataset: regression for continuous measurements (e.g., permeability, clearance, half-life) or binary classification for categorical outcomes (e.g., BBB penetration, CYP inhibition). Dataset: hlm. (1) The molecule is CCn1cnc2ccc(-c3ccc(Cl)cc3Cl)c(CN)c21. The result is 0 (unstable in human liver microsomes). (2) The molecule is Nc1ncccc1-c1nc2cc(-c3cccnc3)cnc2n1-c1ccc(CNC(=O)c2ccccc2)cc1. The result is 0 (unstable in human liver microsomes).